The task is: Predict the product of the given reaction.. This data is from Forward reaction prediction with 1.9M reactions from USPTO patents (1976-2016). (1) Given the reactants [F:1][C:2]1[N:10]=[C:9]2[C:5]([N:6]=[CH:7][NH:8]2)=[C:4]([NH:11][CH2:12][C:13]2[CH:18]=CN=CC=2)[N:3]=1.C([O-])([O-])=O.[K+].[K+].Br[CH:26]([CH3:28])[CH3:27].C(Cl)(Cl)Cl.CO.[CH3:35][C:36]([N:38](C)C)=O, predict the reaction product. The product is: [F:1][C:2]1[N:10]=[C:9]2[C:5]([N:6]=[CH:7][N:8]2[CH:26]([CH3:28])[CH3:27])=[C:4]([NH:11][C:12]2[CH:13]=[CH:18][N:38]=[CH:36][CH:35]=2)[N:3]=1. (2) The product is: [Cl:26][C:20]1[CH:21]=[CH:22][CH:23]=[C:24]([Cl:25])[C:19]=1[C:18]([NH:17][C@H:16]([C:28]([OH:30])=[O:29])[CH2:15][C:12]1[N:13]=[CH:14][C:9]([C:6]2[CH2:5][CH2:4][N:3]([S:36]([CH3:35])(=[O:38])=[O:37])[CH2:8][CH:7]=2)=[CH:10][CH:11]=1)=[O:27]. Given the reactants Cl.Cl.[NH:3]1[CH2:8][CH:7]=[C:6]([C:9]2[CH:10]=[CH:11][C:12]([CH2:15][C@@H:16]([C:28]([O:30]C)=[O:29])[NH:17][C:18](=[O:27])[C:19]3[C:24]([Cl:25])=[CH:23][CH:22]=[CH:21][C:20]=3[Cl:26])=[N:13][CH:14]=2)[CH2:5][CH2:4]1.C(Cl)Cl.[CH3:35][S:36](Cl)(=[O:38])=[O:37], predict the reaction product. (3) Given the reactants [CH3:1][O:2][C:3](=[O:30])[CH2:4][CH:5]1[C:9]2[CH:10]=[CH:11][C:12]([O:14][C@H:15]3[C:23]4[C:18](=[C:19]([C:24]5[CH2:25][CH2:26][O:27][CH2:28][CH:29]=5)[CH:20]=[CH:21][CH:22]=4)[CH2:17][CH2:16]3)=[CH:13][C:8]=2[O:7][CH2:6]1, predict the reaction product. The product is: [CH3:1][O:2][C:3](=[O:30])[CH2:4][CH:5]1[C:9]2[CH:10]=[CH:11][C:12]([O:14][C@H:15]3[C:23]4[C:18](=[C:19]([CH:24]5[CH2:25][CH2:26][O:27][CH2:28][CH2:29]5)[CH:20]=[CH:21][CH:22]=4)[CH2:17][CH2:16]3)=[CH:13][C:8]=2[O:7][CH2:6]1. (4) Given the reactants [C:1]([O:5][C:6](=[O:52])[N:7]([C:39]1[CH:44]=[CH:43][C:42]([N:45]2[CH2:50][CH2:49][O:48][CH2:47][CH2:46]2)=[CH:41][C:40]=1[NH2:51])[C:8]1[CH:13]=[C:12]([N:14]([CH3:38])[C:15]([N:17]([C:26]2[C:31]([Cl:32])=[C:30]([O:33][CH3:34])[CH:29]=[C:28]([O:35][CH3:36])[C:27]=2[Cl:37])[CH2:18][O:19][CH2:20][CH2:21][Si:22]([CH3:25])([CH3:24])[CH3:23])=[O:16])[N:11]=[CH:10][N:9]=1)([CH3:4])([CH3:3])[CH3:2].[C:53](Cl)(=[O:56])[CH:54]=[CH2:55].O, predict the reaction product. The product is: [C:1]([O:5][C:6](=[O:52])[N:7]([C:39]1[CH:44]=[CH:43][C:42]([N:45]2[CH2:46][CH2:47][O:48][CH2:49][CH2:50]2)=[CH:41][C:40]=1[NH:51][C:53](=[O:56])[CH:54]=[CH2:55])[C:8]1[CH:13]=[C:12]([N:14]([CH3:38])[C:15]([N:17]([C:26]2[C:27]([Cl:37])=[C:28]([O:35][CH3:36])[CH:29]=[C:30]([O:33][CH3:34])[C:31]=2[Cl:32])[CH2:18][O:19][CH2:20][CH2:21][Si:22]([CH3:23])([CH3:24])[CH3:25])=[O:16])[N:11]=[CH:10][N:9]=1)([CH3:4])([CH3:2])[CH3:3]. (5) Given the reactants Cl.[OH:2][NH2:3].C(N(CC)CC)C.[O:11]1[C:15]2[CH:16]=[CH:17][C:18]([C:20]3[C:21]4[C:35](=[O:36])[O:34][C:33](=O)[C:22]=4[CH:23]=[C:24]4[C:32]=3[C:28]3[O:29][CH2:30][O:31][C:27]=3[CH:26]=[CH:25]4)=[CH:19][C:14]=2[O:13][CH2:12]1, predict the reaction product. The product is: [O:11]1[C:15]2[CH:16]=[CH:17][C:18]([C:20]3[C:32]4[C:24](=[CH:25][CH:26]=[C:27]5[O:31][CH2:30][O:29][C:28]5=4)[CH:23]=[C:22]4[C:33](=[O:34])[N:3]([OH:2])[C:35](=[O:36])[C:21]=34)=[CH:19][C:14]=2[O:13][CH2:12]1. (6) Given the reactants [NH:1]1[CH2:8][CH2:7][CH2:6][C@@H:2]1[C:3]([OH:5])=[O:4].C=O.CO.[CH2:13](OCC)C, predict the reaction product. The product is: [CH3:13][N:1]1[CH2:8][CH2:7][CH2:6][C@@H:2]1[C:3]([OH:5])=[O:4]. (7) Given the reactants C(OC([N:8]1[CH2:13][CH2:12][N:11]([C:14]2[C:15]3[C:29]([Cl:30])=[CH:28][N:27]=[C:26]([C:31]4[CH:35]=[CH:34][NH:33][N:32]=4)[C:16]=3[N:17]=[C:18]([C:20]3[CH:25]=[CH:24][N:23]=[CH:22][CH:21]=3)[N:19]=2)[CH2:10][CH2:9]1)=O)(C)(C)C.O1CCOCC1.Cl, predict the reaction product. The product is: [Cl:30][C:29]1[C:15]2[C:14]([N:11]3[CH2:12][CH2:13][NH:8][CH2:9][CH2:10]3)=[N:19][C:18]([C:20]3[CH:21]=[CH:22][N:23]=[CH:24][CH:25]=3)=[N:17][C:16]=2[C:26]([C:31]2[CH:35]=[CH:34][NH:33][N:32]=2)=[N:27][CH:28]=1. (8) Given the reactants [F:1][C:2]1[C:7]([O:8][CH3:9])=[CH:6][C:5]([O:10][CH3:11])=[C:4]([F:12])[C:3]=1[C:13]1[N:18]=[CH:17][C:16]2[C:19](I)=[N:20][N:21](C3CCCCO3)[C:15]=2[CH:14]=1.CC1(C)C(C)(C)OB([C:37]2[CH:38]=[C:39]3[C:43](=[CH:44][CH:45]=2)[C:42](=[O:46])[N:41]([CH2:47][C:48]([F:51])([F:50])[F:49])[CH2:40]3)O1, predict the reaction product. The product is: [F:1][C:2]1[C:7]([O:8][CH3:9])=[CH:6][C:5]([O:10][CH3:11])=[C:4]([F:12])[C:3]=1[C:13]1[N:18]=[CH:17][C:16]2[C:19]([C:37]3[CH:38]=[C:39]4[C:43](=[CH:44][CH:45]=3)[C:42](=[O:46])[N:41]([CH2:47][C:48]([F:51])([F:50])[F:49])[CH2:40]4)=[N:20][NH:21][C:15]=2[CH:14]=1.